This data is from Catalyst prediction with 721,799 reactions and 888 catalyst types from USPTO. The task is: Predict which catalyst facilitates the given reaction. (1) Reactant: [CH3:1][C:2]1[CH:7]=[CH:6][CH:5]=[CH:4][C:3]=1[C:8]1[CH:9]=[C:10]([C:26]2[CH:31]=[CH:30][N:29]=[C:28]([NH:32][C:33](=[O:35])[CH3:34])[CH:27]=2)[N:11](COCC[Si](C)(C)C)[C:12]=1[C:13]1[NH:17][CH:16]=[N:15][N:14]=1.C(O)(C(F)(F)F)=O. Product: [CH3:1][C:2]1[CH:7]=[CH:6][CH:5]=[CH:4][C:3]=1[C:8]1[CH:9]=[C:10]([C:26]2[CH:31]=[CH:30][N:29]=[C:28]([NH:32][C:33](=[O:35])[CH3:34])[CH:27]=2)[NH:11][C:12]=1[C:13]1[NH:17][CH:16]=[N:15][N:14]=1. The catalyst class is: 2. (2) Product: [C:22]([O:21][C:19]([NH:18][CH2:17][C@H:14]1[CH2:13][CH2:12][C@H:11]([C:9]([NH:8][C@@H:7]([CH2:6][C:5]2[CH:4]=[CH:3][C:2]([C:57]3[CH:58]=[CH:59][C:54]([O:53][CH3:52])=[C:55]([S:64]([N:67]4[CH2:72][CH2:71][O:70][CH2:69][CH2:68]4)(=[O:66])=[O:65])[CH:56]=3)=[CH:51][CH:50]=2)[C:26]([NH:28][C:29]2[CH:34]=[CH:33][C:32]([C:35]3[NH:39][N:38]=[C:37]([C:40]([F:49])([F:48])[C:41]([F:46])([F:47])[C:42]([OH:44])=[O:43])[N:36]=3)=[CH:31][CH:30]=2)=[O:27])=[O:10])[CH2:16][CH2:15]1)=[O:20])([CH3:25])([CH3:23])[CH3:24]. The catalyst class is: 423. Reactant: Br[C:2]1[CH:51]=[CH:50][C:5]([CH2:6][C@@H:7]([C:26]([NH:28][C:29]2[CH:34]=[CH:33][C:32]([C:35]3[NH:39][N:38]=[C:37]([C:40]([F:49])([F:48])[C:41]([F:47])([F:46])[C:42]([O:44]C)=[O:43])[N:36]=3)=[CH:31][CH:30]=2)=[O:27])[NH:8][C:9]([C@H:11]2[CH2:16][CH2:15][C@H:14]([CH2:17][NH:18][C:19]([O:21][C:22]([CH3:25])([CH3:24])[CH3:23])=[O:20])[CH2:13][CH2:12]2)=[O:10])=[CH:4][CH:3]=1.[CH3:52][O:53][C:54]1[CH:59]=[CH:58][C:57](OB(O)O)=[CH:56][C:55]=1[S:64]([N:67]1[CH2:72][CH2:71][O:70][CH2:69][CH2:68]1)(=[O:66])=[O:65].C(=O)([O-])[O-].[Na+].[Na+]. (3) Reactant: [Cl:1][C:2]1[CH:3]=[C:4]([CH:7]=[CH:8][C:9]=1[OH:10])[CH:5]=[O:6].CC(C)([O-])C.[K+].Cl[CH2:18][C:19]([NH2:21])=[O:20]. Product: [Cl:1][C:2]1[CH:3]=[C:4]([CH:5]=[O:6])[CH:7]=[CH:8][C:9]=1[O:10][CH2:18][C:19]([NH2:21])=[O:20]. The catalyst class is: 5. (4) Reactant: [CH3:1][C:2]1([C:7]2[C:8]([CH2:13][C:14]#[N:15])=[N:9][CH:10]=[CH:11][CH:12]=2)[O:6][CH2:5][CH2:4][O:3]1. Product: [CH3:1][C:2]1([C:7]2[C:8]([CH2:13][CH2:14][NH2:15])=[N:9][CH:10]=[CH:11][CH:12]=2)[O:3][CH2:4][CH2:5][O:6]1. The catalyst class is: 171. (5) Reactant: [Br-].[CH2:2]([N+:4]([CH2:7][CH2:8][OH:9])([CH3:6])[CH3:5])[CH3:3].[Li+].[C:11]([S:15]([N-:18][S:19]([C:22]([F:25])([F:24])[F:23])(=[O:21])=[O:20])(=[O:17])=[O:16])([F:14])([F:13])[F:12]. Product: [F:25][C:22]([F:23])([F:24])[S:19]([N-:18][S:15]([C:11]([F:12])([F:13])[F:14])(=[O:16])=[O:17])(=[O:20])=[O:21].[CH2:2]([N+:4]([CH2:7][CH2:8][OH:9])([CH3:6])[CH3:5])[CH3:3]. The catalyst class is: 6. (6) Reactant: [F:1][C:2]1[CH:3]=[C:4]([C:14]2[CH:19]=[C:18]([C:20]([F:23])([F:22])[F:21])[CH:17]=[CH:16][C:15]=2[O:24][CH2:25][C:26]([O:28]C)=[O:27])[CH:5]=[CH:6][C:7]=1[S:8]([CH:11]([CH3:13])[CH3:12])(=[O:10])=[O:9].CO. Product: [F:1][C:2]1[CH:3]=[C:4]([C:14]2[CH:19]=[C:18]([C:20]([F:23])([F:22])[F:21])[CH:17]=[CH:16][C:15]=2[O:24][CH2:25][C:26]([OH:28])=[O:27])[CH:5]=[CH:6][C:7]=1[S:8]([CH:11]([CH3:13])[CH3:12])(=[O:10])=[O:9]. The catalyst class is: 74. (7) Reactant: [C:1]([C:5]1[CH:42]=[CH:41][C:8]([CH2:9][O:10][C:11]2[CH:16]=[CH:15][CH:14]=[CH:13][C:12]=2/[CH:17]=[CH:18]/[CH:19]([CH2:31][CH2:32][C:33]2[CH:38]=[CH:37][C:36]([C:39]#[N:40])=[CH:35][CH:34]=2)[CH2:20][C:21]2[CH:30]=[CH:29][C:24]([C:25]([O:27]C)=[O:26])=[CH:23][CH:22]=2)=[CH:7][CH:6]=1)([CH3:4])([CH3:3])[CH3:2].[OH-].[Li+].Cl. Product: [C:1]([C:5]1[CH:42]=[CH:41][C:8]([CH2:9][O:10][C:11]2[CH:16]=[CH:15][CH:14]=[CH:13][C:12]=2/[CH:17]=[CH:18]/[CH:19]([CH2:31][CH2:32][C:33]2[CH:38]=[CH:37][C:36]([C:39]#[N:40])=[CH:35][CH:34]=2)[CH2:20][C:21]2[CH:22]=[CH:23][C:24]([C:25]([OH:27])=[O:26])=[CH:29][CH:30]=2)=[CH:7][CH:6]=1)([CH3:4])([CH3:2])[CH3:3]. The catalyst class is: 20. (8) The catalyst class is: 852. Product: [CH2:1]([O:8][C:14]([NH:13][S:10]([NH:22][CH2:21][C:20]([O:19][CH2:17][CH3:18])=[O:23])(=[O:12])=[O:11])=[O:15])[C:2]1[CH:7]=[CH:6][CH:5]=[CH:4][CH:3]=1. Reactant: [CH2:1]([OH:8])[C:2]1[CH:7]=[CH:6][CH:5]=[CH:4][CH:3]=1.Cl[S:10]([N:13]=[C:14]=[O:15])(=[O:12])=[O:11].Cl.[CH2:17]([O:19][C:20](=[O:23])[CH2:21][NH2:22])[CH3:18].C(N(CC)C(C)C)(C)C.Cl.